Dataset: Reaction yield outcomes from USPTO patents with 853,638 reactions. Task: Predict the reaction yield, written as a fraction of the theoretical maximum amount of product (1.0 means a 100% yield; for example, 0.34 means a 34% yield). (1) The reactants are [CH2:1]([C@H:8]([NH:39][C:40](=[O:59])[C@H:41]([CH:56]([CH3:58])[CH3:57])[NH:42][C:43]([N:45]([CH2:47][C:48]1[N:49]=[C:50]([CH:53]([CH3:55])[CH3:54])[S:51][CH:52]=1)[CH3:46])=[O:44])[CH2:9][C@H:10]([O:29][CH:30](SCC(C)C)[CH:31]([CH3:33])[CH3:32])[C@@H:11]([NH:19][C:20]([O:22][CH2:23][C:24]1[S:28][CH:27]=[N:26][CH:25]=1)=[O:21])[CH2:12][C:13]1[CH:18]=[CH:17][CH:16]=[CH:15][CH:14]=1)[C:2]1[CH:7]=[CH:6][CH:5]=[CH:4][CH:3]=1.[P:60](=[O:64])([OH:63])([OH:62])[OH:61].IN1C(=O)CCC1=O.C([O-])([O-])=O.[Na+:77].[Na+].[O-]S([O-])(=S)=O.[Na+].[Na+]. The catalyst is CN(C=O)C.CO. The product is [CH2:1]([C@H:8]([NH:39][C:40](=[O:59])[C@H:41]([CH:56]([CH3:58])[CH3:57])[NH:42][C:43]([N:45]([CH2:47][C:48]1[N:49]=[C:50]([CH:53]([CH3:55])[CH3:54])[S:51][CH:52]=1)[CH3:46])=[O:44])[CH2:9][C@H:10]([O:29][CH:30]([O:64][P:60]([O-:63])([O-:62])=[O:61])[CH:31]([CH3:33])[CH3:32])[C@@H:11]([NH:19][C:20]([O:22][CH2:23][C:24]1[S:28][CH:27]=[N:26][CH:25]=1)=[O:21])[CH2:12][C:13]1[CH:14]=[CH:15][CH:16]=[CH:17][CH:18]=1)[C:2]1[CH:7]=[CH:6][CH:5]=[CH:4][CH:3]=1.[Na+:77].[Na+:77]. The yield is 0.520. (2) The reactants are [F:1][C:2]1[CH:3]=[C:4]2[C:9](=[C:10]([NH2:12])[CH:11]=1)[N:8]=[CH:7][CH:6]=[CH:5]2.[N+:13]([C:16]1[CH:21]=[CH:20][CH:19]=[CH:18][C:17]=1[S:22](Cl)(=[O:24])=[O:23])([O-:15])=[O:14]. The catalyst is N1C=CC=CC=1. The product is [F:1][C:2]1[CH:3]=[C:4]2[C:9](=[C:10]([NH:12][S:22]([C:17]3[CH:18]=[CH:19][CH:20]=[CH:21][C:16]=3[N+:13]([O-:15])=[O:14])(=[O:23])=[O:24])[CH:11]=1)[N:8]=[CH:7][CH:6]=[CH:5]2. The yield is 0.760. (3) The reactants are C[O:2][C:3]([CH:5]1[CH2:10][CH:9]2[CH2:11][CH2:12][CH:6]1[CH2:7][C:8]2=[O:13])=[O:4].O.[OH-].[Li+]. The catalyst is C1COCC1.CO.O.O. The product is [O:13]=[C:8]1[CH2:7][CH:6]2[CH2:12][CH2:11][CH:9]1[CH2:10][CH:5]2[C:3]([OH:4])=[O:2]. The yield is 0.870.